From a dataset of Full USPTO retrosynthesis dataset with 1.9M reactions from patents (1976-2016). Predict the reactants needed to synthesize the given product. (1) Given the product [Br:33][C:2]1[CH:3]=[C:4]([C:9]2[C:21]([F:22])=[CH:20][C:12]([C:13]([NH:15][S:16]([CH3:19])(=[O:18])=[O:17])=[O:14])=[C:11]([F:23])[CH:10]=2)[CH:5]=[N:6][C:7]=1[F:8], predict the reactants needed to synthesize it. The reactants are: N[C:2]1[CH:3]=[C:4]([C:9]2[C:21]([F:22])=[CH:20][C:12]([C:13]([NH:15][S:16]([CH3:19])(=[O:18])=[O:17])=[O:14])=[C:11]([F:23])[CH:10]=2)[CH:5]=[N:6][C:7]=1[F:8].N([O-])=O.[Na+].C(=O)(O)[O-].[Na+].[BrH:33]. (2) Given the product [Br:1][C:2]1[CH:7]=[N:6][C:5]([O:8][C:24]2[CH:25]=[CH:26][C:21]([C:18](=[O:20])[CH3:19])=[CH:22][CH:23]=2)=[N:4][CH:3]=1, predict the reactants needed to synthesize it. The reactants are: [Br:1][C:2]1[CH:3]=[N:4][C:5]([O:8]N2C3=NC=CC=C3N=N2)=[N:6][CH:7]=1.[C:18]([C:21]1[CH:26]=[CH:25][C:24](B(O)O)=[CH:23][CH:22]=1)(=[O:20])[CH3:19].C([O-])([O-])=O.[Cs+].[Cs+]. (3) Given the product [Cl:28][C:29]1[CH:30]=[CH:31][C:32]([S:35]([C:37]2[C:45]3[C:40](=[CH:41][CH:42]=[C:43]([C:46]#[N:47])[CH:44]=3)[N:39]([CH2:48][C:49]([OH:51])=[O:50])[C:38]=2[CH3:53])=[O:36])=[CH:33][CH:34]=1, predict the reactants needed to synthesize it. The reactants are: ClC1C(C#N)=C2C(=CC=1)N(CC(O)=O)C(C)=C2S(C1C=CC(Cl)=CC=1)(=O)=O.[Cl:28][C:29]1[CH:34]=[CH:33][C:32]([S:35]([C:37]2[C:45]3[C:40](=[CH:41][CH:42]=[C:43]([C:46]#[N:47])[CH:44]=3)[N:39]([CH2:48][C:49]([O:51]C)=[O:50])[C:38]=2[CH3:53])=[O:36])=[CH:31][CH:30]=1. (4) Given the product [CH3:22][O:21][C:18]1[CH:19]=[CH:20][C:15]([CH2:14][N:13]2[C:9]([C:7]([NH:6][NH:5][C@H:4]([C:3]([OH:72])=[O:2])[CH2:60][CH2:61][CH2:62][CH:63]([C:65]([O:67][C:68]([CH3:71])([CH3:70])[CH3:69])=[O:66])[NH2:64])=[O:8])=[CH:10][C:11]([NH:23][C:24]([C:26]3[N:30]([CH2:31][C:32]4[CH:37]=[CH:36][C:35]([O:38][CH3:39])=[CH:34][CH:33]=4)[N:29]=[C:28]([NH:40][C:41]([C:43]4[N:47]([CH2:48][C:49]5[CH:54]=[CH:53][C:52]([O:55][CH3:56])=[CH:51][CH:50]=5)[N:46]=[C:45]([N+:57]([O-:59])=[O:58])[CH:44]=4)=[O:42])[CH:27]=3)=[O:25])=[N:12]2)=[CH:16][CH:17]=1, predict the reactants needed to synthesize it. The reactants are: C[O:2][C:3](=[O:72])[C@H:4]([CH2:60][CH2:61][CH2:62][CH:63]([C:65]([O:67][C:68]([CH3:71])([CH3:70])[CH3:69])=[O:66])[NH2:64])[NH:5][NH:6][C:7]([C:9]1[N:13]([CH2:14][C:15]2[CH:20]=[CH:19][C:18]([O:21][CH3:22])=[CH:17][CH:16]=2)[N:12]=[C:11]([NH:23][C:24]([C:26]2[N:30]([CH2:31][C:32]3[CH:37]=[CH:36][C:35]([O:38][CH3:39])=[CH:34][CH:33]=3)[N:29]=[C:28]([NH:40][C:41]([C:43]3[N:47]([CH2:48][C:49]4[CH:54]=[CH:53][C:52]([O:55][CH3:56])=[CH:51][CH:50]=4)[N:46]=[C:45]([N+:57]([O-:59])=[O:58])[CH:44]=3)=[O:42])[CH:27]=2)=[O:25])[CH:10]=1)=[O:8].[OH-].[Li+]. (5) Given the product [CH2:1]([N:8]([CH2:9][C@@H:10]([C:12]1[CH:21]=[CH:20][C:19]([O:22][CH2:23][C:24]2[CH:29]=[CH:28][CH:27]=[CH:26][CH:25]=2)=[C:18]2[C:13]=1[CH:14]=[CH:15][C:16](=[O:30])[NH:17]2)[OH:11])[CH2:41][CH2:42][CH2:43][CH2:44][CH2:45][CH2:46][CH2:47][O:48][CH2:49][CH2:50][CH2:51][C:52]1[CH:53]=[C:54]([S:58]([NH2:61])(=[O:60])=[O:59])[CH:55]=[CH:56][CH:57]=1)[C:2]1[CH:7]=[CH:6][CH:5]=[CH:4][CH:3]=1, predict the reactants needed to synthesize it. The reactants are: [CH2:1]([NH:8][CH2:9][C@@H:10]([C:12]1[CH:21]=[CH:20][C:19]([O:22][CH2:23][C:24]2[CH:29]=[CH:28][CH:27]=[CH:26][CH:25]=2)=[C:18]2[C:13]=1[CH:14]=[CH:15][C:16](=[O:30])[NH:17]2)[OH:11])[C:2]1[CH:7]=[CH:6][CH:5]=[CH:4][CH:3]=1.C(N(CC)C(C)C)(C)C.Br[CH2:41][CH2:42][CH2:43][CH2:44][CH2:45][CH2:46][CH2:47][O:48][CH2:49][CH2:50][CH2:51][C:52]1[CH:53]=[C:54]([S:58]([NH2:61])(=[O:60])=[O:59])[CH:55]=[CH:56][CH:57]=1. (6) Given the product [CH3:1][NH:2][C@@H:3]1[C:8]2[CH:9]=[CH:10][CH:11]=[CH:12][C:7]=2[C@H:6]([C:13]2[CH:14]=[CH:15][C:16]([Cl:20])=[C:17]([Cl:19])[CH:18]=2)[CH2:5][CH2:4]1.[NH2:21][C@H:22]([C:28]([O-:30])=[O:29])[CH2:23][CH2:24][C:25]([O-:27])=[O:26], predict the reactants needed to synthesize it. The reactants are: [CH3:1][NH:2][C@@H:3]1[C:8]2[CH:9]=[CH:10][CH:11]=[CH:12][C:7]=2[C@H:6]([C:13]2[CH:14]=[CH:15][C:16]([Cl:20])=[C:17]([Cl:19])[CH:18]=2)[CH2:5][CH2:4]1.[NH2:21][C@H:22]([C:28]([OH:30])=[O:29])[CH2:23][CH2:24][C:25]([OH:27])=[O:26]. (7) Given the product [NH2:4][CH:5]([C:9]([OH:11])=[O:10])[CH:6]([CH3:8])[OH:7].[Ce:3], predict the reactants needed to synthesize it. The reactants are: OO.[Ce:3].[NH2:4][C@H:5]([C:9]([OH:11])=[O:10])[C@@H:6]([CH3:8])[OH:7]. (8) Given the product [C:1]([O:5][C:6]([N:8]1[CH2:9][C@@H:10]([CH2:20][OH:21])[C@H:11]([CH2:13][C:14]2[CH:15]=[CH:16][CH:17]=[CH:18][CH:19]=2)[CH2:12]1)=[O:7])([CH3:4])([CH3:2])[CH3:3], predict the reactants needed to synthesize it. The reactants are: [C:1]([O:5][C:6]([N:8]1[CH2:12][C@@H:11]([CH2:13][C:14]2[CH:19]=[CH:18][CH:17]=[CH:16][CH:15]=2)[C@H:10]([C:20](O)=[O:21])[CH2:9]1)=[O:7])([CH3:4])([CH3:3])[CH3:2].CSC.B.CO. (9) Given the product [CH2:16]([N:23]1[CH2:28][CH2:27][C:26]2([C:2]3[C:3](=[CH:7][CH:8]=[CH:9][CH:10]=3)[C:4](=[O:5])[O:6]2)[CH2:25][CH2:24]1)[C:17]1[CH:22]=[CH:21][CH:20]=[CH:19][CH:18]=1, predict the reactants needed to synthesize it. The reactants are: Br[C:2]1[CH:10]=[CH:9][CH:8]=[CH:7][C:3]=1[C:4]([OH:6])=[O:5].[Li]CCCC.[CH2:16]([N:23]1[CH2:28][CH2:27][C:26](=O)[CH2:25][CH2:24]1)[C:17]1[CH:22]=[CH:21][CH:20]=[CH:19][CH:18]=1. (10) Given the product [C:47]([NH:1][C@@H:2]1[CH2:7][CH2:6][CH2:5][N:4]([C:8]2[N:13]=[C:12]([NH:14][C:15]3[CH:16]=[CH:17][C:18]([N:21]4[CH2:26][CH2:25][N:24]([C:27]([O:29][CH2:30][C:31]5[CH:36]=[CH:35][CH:34]=[CH:33][CH:32]=5)=[O:28])[CH2:23][CH2:22]4)=[CH:19][CH:20]=3)[C:11]([C:37](=[O:39])[NH2:38])=[CH:10][CH:9]=2)[CH2:3]1)(=[O:54])[C:48]1[CH:53]=[CH:52][CH:51]=[CH:50][CH:49]=1, predict the reactants needed to synthesize it. The reactants are: [NH2:1][C@@H:2]1[CH2:7][CH2:6][CH2:5][N:4]([C:8]2[N:13]=[C:12]([NH:14][C:15]3[CH:20]=[CH:19][C:18]([N:21]4[CH2:26][CH2:25][N:24]([C:27]([O:29][CH2:30][C:31]5[CH:36]=[CH:35][CH:34]=[CH:33][CH:32]=5)=[O:28])[CH2:23][CH2:22]4)=[CH:17][CH:16]=3)[C:11]([C:37](=[O:39])[NH2:38])=[CH:10][CH:9]=2)[CH2:3]1.CCN(CC)CC.[C:47](Cl)(=[O:54])[C:48]1[CH:53]=[CH:52][CH:51]=[CH:50][CH:49]=1.